Task: Predict which catalyst facilitates the given reaction.. Dataset: Catalyst prediction with 721,799 reactions and 888 catalyst types from USPTO (1) The catalyst class is: 5. Reactant: [CH:1]([NH:4][C:5]1[C:10]2[C:11]([C:23]3[N:28]=[CH:27][N:26]=[C:25]([C:29]([OH:31])=O)[CH:24]=3)=[N:12][N:13](CC3C=CC(OC)=CC=3)[C:9]=2[CH:8]=[CH:7][N:6]=1)([CH3:3])[CH3:2].[CH:32]([NH:35][C:36]1C2C(C3N=CN=C(C(OCC)=O)C=3)=NN(CC3C=CC(OC)=CC=3)C=2C=CN=1)(C)C.[OH-].[Li+]. Product: [CH:1]([NH:4][C:5]1[C:10]2[C:11]([C:23]3[N:28]=[CH:27][N:26]=[C:25]([C:29]([N:35]([CH3:36])[CH3:32])=[O:31])[CH:24]=3)=[N:12][NH:13][C:9]=2[CH:8]=[CH:7][N:6]=1)([CH3:3])[CH3:2]. (2) Reactant: [F:1][C:2]([F:12])([F:11])[C:3]([C:5]1[CH:10]=[CH:9][CH:8]=[CH:7][CH:6]=1)=[O:4].Cl.[C:14]([O:17][CH2:18][CH3:19])(=[O:16])[CH3:15]. Product: [F:1][C:2]([F:11])([F:12])[C:3]([OH:4])([C:5]1[CH:10]=[CH:9][CH:8]=[CH:7][CH:6]=1)[CH2:15][C:14]([O:17][CH2:18][CH3:19])=[O:16]. The catalyst class is: 7. (3) Reactant: [Cl:1][C:2]1[CH:7]=[CH:6][CH:5]=[C:4]([Cl:8])[C:3]=1[N:9]([CH2:16][C:17]1[C:21]([CH2:22][O:23][C:24]2[CH:29]=[CH:28][C:27]([C:30]3[CH:31]=[C:32]4[C:37](=[CH:38][CH:39]=3)[N:36]=[C:35]([C:40]([O:42]C)=[O:41])[CH:34]=[CH:33]4)=[CH:26][CH:25]=2)=[C:20]([CH:44]([CH3:46])[CH3:45])[O:19][N:18]=1)C(=O)C(F)(F)F.O1CCCC1.[OH-].[Na+].Cl. Product: [Cl:8][C:4]1[CH:5]=[CH:6][CH:7]=[C:2]([Cl:1])[C:3]=1[NH:9][CH2:16][C:17]1[C:21]([CH2:22][O:23][C:24]2[CH:29]=[CH:28][C:27]([C:30]3[CH:31]=[C:32]4[C:37](=[CH:38][CH:39]=3)[N:36]=[C:35]([C:40]([OH:42])=[O:41])[CH:34]=[CH:33]4)=[CH:26][CH:25]=2)=[C:20]([CH:44]([CH3:46])[CH3:45])[O:19][N:18]=1. The catalyst class is: 72. (4) Reactant: [Cl:1][C:2]1[CH:10]=[CH:9][CH:8]=[C:7]2[C:3]=1[C:4]([C:11](=[O:16])[C:12]([F:15])([F:14])[F:13])=[CH:5][NH:6]2.Cl[C:18]1[N:23]=[CH:22][CH:21]=[CH:20][N:19]=1.C(=O)([O-])[O-].[Cs+].[Cs+].O1CCOCC1. Product: [Cl:1][C:2]1[CH:10]=[CH:9][CH:8]=[C:7]2[C:3]=1[C:4]([C:11](=[O:16])[C:12]([F:14])([F:15])[F:13])=[CH:5][N:6]2[C:18]1[N:23]=[CH:22][CH:21]=[CH:20][N:19]=1. The catalyst class is: 6. (5) Reactant: [C:1]([NH:4][C:5]1[CH:9]=[C:8]([Cl:10])[NH:7][C:6]=1[C:11]([O:13][CH2:14][CH3:15])=[O:12])(=[O:3])[CH3:2].[Br:16][C:17]1[CH:22]=[CH:21][C:20](B(O)O)=[CH:19][CH:18]=1.CCN(CC)CC. Product: [C:1]([NH:4][C:5]1[CH:9]=[C:8]([Cl:10])[N:7]([C:20]2[CH:21]=[CH:22][C:17]([Br:16])=[CH:18][CH:19]=2)[C:6]=1[C:11]([O:13][CH2:14][CH3:15])=[O:12])(=[O:3])[CH3:2]. The catalyst class is: 302. (6) Reactant: Br[C:2]1[C:3]([CH3:10])=[N:4][C:5]([O:8][CH3:9])=[CH:6][CH:7]=1.C([Li])CCC.CN([CH:19]=[O:20])C.O.[Cl-].[NH4+]. Product: [CH3:9][O:8][C:5]1[N:4]=[C:3]([CH3:10])[C:2]([CH:19]=[O:20])=[CH:7][CH:6]=1. The catalyst class is: 11.